Task: Binary Classification. Given a miRNA mature sequence and a target amino acid sequence, predict their likelihood of interaction.. Dataset: Experimentally validated miRNA-target interactions with 360,000+ pairs, plus equal number of negative samples (1) The miRNA is hsa-miR-30c-1-3p with sequence CUGGGAGAGGGUUGUUUACUCC. Result: 0 (no interaction). The protein sequence of the target gene is MELGPEPPHRRRLLFTCSPTPAPQPTGKVQFGASRAGGLSPVTNLTVTMDQLEGLGSDYEKPMDVRNSSSLQRMGSSESTDSGFCLDSPGPLDSKENLEISLRRINCLPQKLLGCSPALKRSHSDSLDHDIFQLIDQDENKENEAFEFKKPIRPASRGCLNAHVHEESKDPFTHRQNSAPARMLSSNESDISESGNFSPLFTPQSPVKASLSDEDDGFIDLLDGENLKNDEETPSCMSSLWTAPLVMRRPTNLADRCGLFDSPSPCSSTSSCSTRAVKRADRSHEESPRGTKRRKSSEAS.... (2) The miRNA is hsa-miR-138-1-3p with sequence GCUACUUCACAACACCAGGGCC. The protein sequence of the target gene is MEIGWMHNRRQRQVLVFFVLLSLSGAGAELGSYSVVEETERGSFVANLGKDLGLGLTEMSTRKARIISQGNKQHLQLKAQTGDLLINEKLDREELCGPTEPCILHFQVLMENPLEIFQAELRVIDINDHSPMFTEKEMILKIPENSPLGTEFPLNHALDLDVGSNNVQNYKISPSSHFRVLIHEFRDGRKYPELVLDKELDREEEPQLRLTLTALDGGSPPRSGTAQVRIEVVDINDNAPEFEQPIYKVQIPENSPLGSLVATVSARDLDGGANGKISYTLFQPSEDISKTLEVNPMTGE.... Result: 0 (no interaction). (3) The miRNA is hsa-miR-6720-3p with sequence CGCGCCUGCAGGAACUGGUAGA. The protein sequence of the target gene is MGANQLVVLNVYDMYWMNEYTSSIGIGVFHSGIEVYGREFAYGGHPYPFSGIFEISPGNASELGETFKFKEAVVLGSTDFLEDDIEKIVEELGKEYKGNAYHLMHKNCNHFSSALSEILCGKEIPRWINRLAYFSSCIPFLQSCLPKEWLTPAALQSSVSQELQDELEEAEDAAASSAMASAAAGARTGRHTKL. Result: 0 (no interaction). (4) The protein sequence of the target gene is MATGLGEPVYGLSEDEGESRILRVKVVSGIDLAKKDIFGASDPYVKLSLYVADENRELALVQTKTIKKTLNPKWNEEFYFRVNPSNHRLLFEVFDENRLTRDDFLGQVDVPLSHLPTEDPTMERPYTFKDFLLRPRSHKSRVKGFLRLKMAYMPKNGGQDEENSDQRDDMEHGWEVVDSNDSASQHQEELPPPPLPPGWEEKVDNLGRTYYVNHNNRTTQWHRPSLMDVSSESDNNIRQINQEAAHRRFRSRRHISEDLEPEPSEGGDVPEPWETISEEVNIAGDSLGLALPPPPASPGS.... Result: 1 (interaction). The miRNA is hsa-miR-377-5p with sequence AGAGGUUGCCCUUGGUGAAUUC.